From a dataset of Full USPTO retrosynthesis dataset with 1.9M reactions from patents (1976-2016). Predict the reactants needed to synthesize the given product. (1) Given the product [C:34]([O:33][C:32]([N:31]([CH2:39][C@@H:40]1[C@@H:44]([C:45]2[CH:46]=[CH:47][CH:48]=[CH:49][CH:50]=2)[CH2:43][N:42]([CH2:8][C:9]2[CH:18]=[CH:17][C:12]([C:13]([O:15][CH3:16])=[O:14])=[CH:11][CH:10]=2)[CH2:41]1)[C@@H:29]([C:19]1[C:28]2[C:23](=[CH:24][CH:25]=[CH:26][CH:27]=2)[CH:22]=[CH:21][CH:20]=1)[CH3:30])=[O:38])([CH3:35])([CH3:36])[CH3:37], predict the reactants needed to synthesize it. The reactants are: C(=O)([O-])[O-].[K+].[K+].Br[CH2:8][C:9]1[CH:18]=[CH:17][C:12]([C:13]([O:15][CH3:16])=[O:14])=[CH:11][CH:10]=1.[C:19]1([C@H:29]([N:31]([CH2:39][C@@H:40]2[C@@H:44]([C:45]3[CH:50]=[CH:49][CH:48]=[CH:47][CH:46]=3)[CH2:43][NH:42][CH2:41]2)[C:32](=[O:38])[O:33][C:34]([CH3:37])([CH3:36])[CH3:35])[CH3:30])[C:28]2[C:23](=[CH:24][CH:25]=[CH:26][CH:27]=2)[CH:22]=[CH:21][CH:20]=1. (2) Given the product [CH3:24][C:18]1[CH:17]=[CH:16][C:15]2[C:20](=[CH:21][CH:22]=[CH:23][C:14]=2[C:11]2[CH2:12][CH2:13][NH:8][CH2:9][CH:10]=2)[N:19]=1, predict the reactants needed to synthesize it. The reactants are: C(OC([N:8]1[CH2:13][CH:12]=[C:11]([C:14]2[CH:23]=[CH:22][CH:21]=[C:20]3[C:15]=2[CH:16]=[CH:17][C:18]([CH3:24])=[N:19]3)[CH2:10][CH2:9]1)=O)(C)(C)C.FC(F)(F)C(O)=O.C([O-])(O)=O.[Na+]. (3) Given the product [C:8]1([C:5]2[N:6]=[CH:7][C:2]([N:21]([CH2:22][C@@H:23]([C:24]3[CH:25]=[C:26]([OH:30])[CH:27]=[CH:28][CH:29]=3)[OH:31])[CH3:20])=[N:3][C:4]=2[C:14]2[CH:19]=[CH:18][CH:17]=[CH:16][CH:15]=2)[CH:13]=[CH:12][CH:11]=[CH:10][CH:9]=1, predict the reactants needed to synthesize it. The reactants are: Cl[C:2]1[CH:7]=[N:6][C:5]([C:8]2[CH:13]=[CH:12][CH:11]=[CH:10][CH:9]=2)=[C:4]([C:14]2[CH:19]=[CH:18][CH:17]=[CH:16][CH:15]=2)[N:3]=1.[CH3:20][NH:21][CH2:22][C@H:23]([OH:31])[C:24]1[CH:29]=[CH:28][CH:27]=[C:26]([OH:30])[CH:25]=1. (4) Given the product [Cl:1][C:2]1[CH:3]=[C:4]([NH:19][S:29]([C:26]2[CH:25]=[CH:24][C:23]([O:22][C:21]([F:20])([F:33])[F:34])=[CH:28][CH:27]=2)(=[O:31])=[O:30])[CH:5]=[N:6][C:7]=1[O:8][C:9]1[CH:10]=[N:11][C:12]2[C:17]([CH:18]=1)=[CH:16][CH:15]=[CH:14][CH:13]=2, predict the reactants needed to synthesize it. The reactants are: [Cl:1][C:2]1[CH:3]=[C:4]([NH2:19])[CH:5]=[N:6][C:7]=1[O:8][C:9]1[CH:10]=[N:11][C:12]2[C:17]([CH:18]=1)=[CH:16][CH:15]=[CH:14][CH:13]=2.[F:20][C:21]([F:34])([F:33])[O:22][C:23]1[CH:28]=[CH:27][C:26]([S:29](Cl)(=[O:31])=[O:30])=[CH:25][CH:24]=1. (5) Given the product [CH3:31][CH:16]1[O:15][CH2:4][N:20]([CH2:21][C:22]2[CH:27]=[CH:26][CH:25]=[CH:24][C:23]=2[N+:28]([O-:30])=[O:29])[C:18](=[O:19])[CH2:17]1, predict the reactants needed to synthesize it. The reactants are: C=O.O.[C:4]1(C)C=CC(S(O)(=O)=O)=CC=1.[OH:15][CH:16]([CH3:31])[CH2:17][C:18]([NH:20][CH2:21][C:22]1[CH:27]=[CH:26][CH:25]=[CH:24][C:23]=1[N+:28]([O-:30])=[O:29])=[O:19].